From a dataset of Full USPTO retrosynthesis dataset with 1.9M reactions from patents (1976-2016). Predict the reactants needed to synthesize the given product. (1) Given the product [Cl:33][C:19]1[C:18]2[C:13](=[CH:14][CH:15]=[C:16]([CH3:21])[CH:17]=2)[N:12]([CH2:22][C:23]2[CH:28]=[CH:27][C:26]([F:29])=[CH:25][CH:24]=2)[C:11](=[O:30])[C:10]=1[C:8]#[N:7], predict the reactants needed to synthesize it. The reactants are: C1([NH:7][C:8]([C:10]2[C:11](=[O:30])[N:12]([CH2:22][C:23]3[CH:28]=[CH:27][C:26]([F:29])=[CH:25][CH:24]=3)[C:13]3[C:18]([C:19]=2O)=[CH:17][C:16]([CH3:21])=[CH:15][CH:14]=3)=O)CCCCC1.P(Cl)(Cl)([Cl:33])=O. (2) Given the product [C:21]([C:3]1[C:2]([NH:24][C:25]2[S:29][N:28]=[C:27]([CH3:30])[CH:26]=2)=[CH:7][C:6]([NH:8][C@H:9]([CH2:13][C:14]2[CH:19]=[CH:18][CH:17]=[CH:16][N:15]=2)[C:10]([NH2:12])=[O:11])=[C:5]([F:20])[CH:4]=1)#[N:22], predict the reactants needed to synthesize it. The reactants are: Br[C:2]1[C:3]([C:21]#[N:22])=[CH:4][C:5]([F:20])=[C:6]([NH:8][C@H:9]([CH2:13][C:14]2[CH:19]=[CH:18][CH:17]=[CH:16][N:15]=2)[C:10]([NH2:12])=[O:11])[CH:7]=1.Cl.[NH2:24][C:25]1[S:29][N:28]=[C:27]([CH3:30])[CH:26]=1.C([O-])([O-])=O.[K+].[K+].C1C=CC(P(C2C(C3C(P(C4C=CC=CC=4)C4C=CC=CC=4)=CC=C4C=3C=CC=C4)=C3C(C=CC=C3)=CC=2)C2C=CC=CC=2)=CC=1. (3) Given the product [C:1]1([C:7]2[N:8]=[C:9]3[N:13]([C:14]=2/[CH:15]=[CH:17]/[C:18]2[N:23]=[CH:22][N:21]=[C:20]([NH2:24])[CH:19]=2)[CH:12]=[CH:11][S:10]3)[CH:6]=[CH:5][CH:4]=[CH:3][CH:2]=1, predict the reactants needed to synthesize it. The reactants are: [C:1]1([C:7]2[N:8]=[C:9]3[N:13]([C:14]=2[CH:15]=O)[CH:12]=[CH:11][S:10]3)[CH:6]=[CH:5][CH:4]=[CH:3][CH:2]=1.[CH3:17][C:18]1[N:23]=[CH:22][N:21]=[C:20]([NH2:24])[CH:19]=1.C([Li])CCC. (4) Given the product [SH:2][CH2:12][CH2:13][CH2:14][CH2:15][CH2:16][CH2:17][CH2:18][CH2:19][CH2:20][CH2:21][CH2:22][CH2:23][CH2:24][CH2:25][CH2:26][CH2:27][OH:28], predict the reactants needed to synthesize it. The reactants are: [Na].[S:2]1C=CC=C1CC(O)=O.Br[CH2:12][CH2:13][CH2:14][CH2:15][CH2:16][CH2:17][CH2:18][CH2:19][CH2:20][CH2:21][CH2:22][CH2:23][CH2:24][CH2:25][CH2:26][CH2:27][OH:28].[OH-].[Na+].Cl. (5) Given the product [Br:16][C:13]1[CH:12]=[C:11]2[C:10](=[CH:15][CH:14]=1)[O:9][CH2:8][CH2:7][C:6]2([CH3:5])[CH3:17], predict the reactants needed to synthesize it. The reactants are: [Al+3].[Cl-].[Cl-].[Cl-].[CH3:5][C:6](=[CH2:17])[CH2:7][CH2:8][O:9][C:10]1[CH:15]=[CH:14][C:13]([Br:16])=[CH:12][CH:11]=1.[OH-].[K+]. (6) The reactants are: [CH3:1][N:2]1[CH:6]=[C:5]([C:7]2[CH:8]=[C:9]([OH:16])[C:10]3[N:11]([N:13]=[CH:14][CH:15]=3)[CH:12]=2)[CH:4]=[N:3]1.[Br:17]N1C(=O)CCC1=O. Given the product [Br:17][C:15]1[CH:14]=[N:13][N:11]2[CH:12]=[C:7]([C:5]3[CH:4]=[N:3][N:2]([CH3:1])[CH:6]=3)[CH:8]=[C:9]([OH:16])[C:10]=12, predict the reactants needed to synthesize it. (7) Given the product [N:29]([CH2:2][C:3]1[CH:4]=[C:5]([S:11]([NH2:14])(=[O:13])=[O:12])[CH:6]=[CH:7][C:8]=1[O:9][CH3:10])=[N+:30]=[N-:31], predict the reactants needed to synthesize it. The reactants are: O[CH2:2][C:3]1[CH:4]=[C:5]([S:11]([NH2:14])(=[O:13])=[O:12])[CH:6]=[CH:7][C:8]=1[O:9][CH3:10].C1C=CC(P([N:29]=[N+:30]=[N-:31])(C2C=CC=CC=2)=O)=CC=1.C1CCN2C(=NCCC2)CC1.